From a dataset of hERG channel blocking data for cardiac toxicity assessment. Regression/Classification. Given a drug SMILES string, predict its toxicity properties. Task type varies by dataset: regression for continuous values (e.g., LD50, hERG inhibition percentage) or binary classification for toxic/non-toxic outcomes (e.g., AMES mutagenicity, cardiotoxicity, hepatotoxicity). Dataset: herg. (1) The compound is Fc1ccc2[nH]c(-c3ccccc3)c([C@@H]3C[NH2+]CC[C@@H]3F)c2c1. The result is 1 (blocker). (2) The compound is CC(C)(C)N1CCC(c2ccccc2)(c2ccccc2)CC1. The result is 1 (blocker). (3) The result is 1 (blocker). The compound is C[NH2+]CCC=C1c2ccccc2CCc2ccccc21. (4) The molecule is O=C1NCCN1CC[NH+]1CC=C(c2cn(-c3ccc(F)cc3)c3ccc(Cl)cc23)CC1. The result is 1 (blocker).